From a dataset of Catalyst prediction with 721,799 reactions and 888 catalyst types from USPTO. Predict which catalyst facilitates the given reaction. (1) Reactant: [C:1]([C:4]1[C:22](=[O:23])[C@@:8]2([CH3:24])[C:9]3[C:15]([OH:16])=[CH:14][C:13]([O:17][CH3:18])=[C:12]([C:19]([NH2:21])=[O:20])[C:10]=3[O:11][C:7]2=[CH:6][C:5]=1[OH:25])(=[O:3])[CH3:2].[F:26][C:27]1[CH:46]=[CH:45][CH:44]=[CH:43][C:28]=1[CH2:29][O:30][C:31]1[C:40]2[C:35](=[CH:36][CH:37]=[CH:38][CH:39]=2)[C:34]([CH:41]=O)=[CH:33][CH:32]=1.C([SiH](CC)CC)C.FC(F)(F)C(O)=O. Product: [C:1]([C:4]1[C:22](=[O:23])[C@@:8]2([CH3:24])[C:9]3[C:15]([OH:16])=[CH:14][C:13]([O:17][CH3:18])=[C:12]([C:19]([NH:21][CH2:41][C:34]4[C:35]5[C:40](=[CH:39][CH:38]=[CH:37][CH:36]=5)[C:31]([O:30][CH2:29][C:28]5[CH:43]=[CH:44][CH:45]=[CH:46][C:27]=5[F:26])=[CH:32][CH:33]=4)=[O:20])[C:10]=3[O:11][C:7]2=[CH:6][C:5]=1[OH:25])(=[O:3])[CH3:2]. The catalyst class is: 10. (2) Reactant: Cl[C:2]1[C:7]2[S:8][C:9]3[N:10]=[C:11]([N:21]4[CH2:26][CH2:25][S:24][CH2:23][CH2:22]4)[C:12]4[CH2:13][CH2:14][C:15]([CH3:20])([CH3:19])[CH2:16][C:17]=4[C:18]=3[C:6]=2[N:5]=[CH:4][N:3]=1.[N:27]1([CH2:33][CH2:34][NH2:35])[CH2:32][CH2:31][O:30][CH2:29][CH2:28]1. Product: [CH3:19][C:15]1([CH3:20])[CH2:14][CH2:13][C:12]2[C:11]([N:21]3[CH2:26][CH2:25][S:24][CH2:23][CH2:22]3)=[N:10][C:9]3[S:8][C:7]4[C:6](=[N:5][CH:4]=[N:3][C:2]=4[NH:35][CH2:34][CH2:33][N:27]4[CH2:32][CH2:31][O:30][CH2:29][CH2:28]4)[C:18]=3[C:17]=2[CH2:16]1. The catalyst class is: 8. (3) Reactant: Cl.O.[OH:3][C:4]12[C:15]3[C:10](=[C:11]([N+:16]([O-])=O)[CH:12]=[CH:13][CH:14]=3)[C:9](=[O:19])[C:8]1([NH:20][C:21]([C:23]1[CH:24]=[C:25]3[C:31]([CH3:32])=[N:30][N:29]([CH3:33])[C:26]3=[N:27][CH:28]=1)=[O:22])[C:7]1[CH:34]=[CH:35][C:36]([CH:38]([CH3:40])[CH3:39])=[CH:37][C:6]=1[O:5]2. Product: [NH2:16][C:11]1[CH:12]=[CH:13][CH:14]=[C:15]2[C:10]=1[C:9](=[O:19])[C:8]1([NH:20][C:21]([C:23]3[CH:24]=[C:25]4[C:31]([CH3:32])=[N:30][N:29]([CH3:33])[C:26]4=[N:27][CH:28]=3)=[O:22])[C:7]3[CH:34]=[CH:35][C:36]([CH:38]([CH3:40])[CH3:39])=[CH:37][C:6]=3[O:5][C:4]12[OH:3]. The catalyst class is: 186. (4) Reactant: [Br:1][C:2]1[CH:3]=[C:4]([NH:9][C:10](=[O:19])[C:11]2[CH:16]=[CH:15][C:14]([O:17]C)=[CH:13][CH:12]=2)[C:5]([Cl:8])=[N:6][CH:7]=1.B(Br)(Br)Br. Product: [Br:1][C:2]1[CH:3]=[C:4]([NH:9][C:10](=[O:19])[C:11]2[CH:16]=[CH:15][C:14]([OH:17])=[CH:13][CH:12]=2)[C:5]([Cl:8])=[N:6][CH:7]=1. The catalyst class is: 96.